Dataset: Forward reaction prediction with 1.9M reactions from USPTO patents (1976-2016). Task: Predict the product of the given reaction. Given the reactants [C:1]([O:5][C:6]([NH:8][C@H:9]([CH2:18][N:19]([CH3:29])[C:20]([O:22][CH2:23][CH2:24][Si:25]([CH3:28])([CH3:27])[CH3:26])=[O:21])[C@@H:10]([CH:12]1[CH2:17][CH2:16][CH2:15][CH2:14][CH2:13]1)[OH:11])=[O:7])([CH3:4])([CH3:3])[CH3:2].CC(OI1(OC(C)=O)(OC(C)=O)OC(=O)C2C=CC=CC1=2)=O, predict the reaction product. The product is: [C:1]([O:5][C:6]([NH:8][C@H:9]([CH2:18][N:19]([CH3:29])[C:20]([O:22][CH2:23][CH2:24][Si:25]([CH3:27])([CH3:26])[CH3:28])=[O:21])[C:10]([CH:12]1[CH2:17][CH2:16][CH2:15][CH2:14][CH2:13]1)=[O:11])=[O:7])([CH3:4])([CH3:3])[CH3:2].